Dataset: Peptide-MHC class I binding affinity with 185,985 pairs from IEDB/IMGT. Task: Regression. Given a peptide amino acid sequence and an MHC pseudo amino acid sequence, predict their binding affinity value. This is MHC class I binding data. (1) The peptide sequence is TVIYRGTTF. The MHC is HLA-A24:03 with pseudo-sequence HLA-A24:03. The binding affinity (normalized) is 0.0847. (2) The peptide sequence is TVWEVQGYK. The MHC is HLA-A68:01 with pseudo-sequence HLA-A68:01. The binding affinity (normalized) is 1.00. (3) The MHC is Mamu-A11 with pseudo-sequence Mamu-A11. The peptide sequence is AANLWVTVY. The binding affinity (normalized) is 0.0903. (4) The peptide sequence is QKVCYVPHF. The MHC is Mamu-B17 with pseudo-sequence Mamu-B17. The binding affinity (normalized) is 0.182. (5) The peptide sequence is SEISVILQEL. The MHC is HLA-B40:01 with pseudo-sequence HLA-B40:01. The binding affinity (normalized) is 0.375.